Dataset: Experimentally validated miRNA-target interactions with 360,000+ pairs, plus equal number of negative samples. Task: Binary Classification. Given a miRNA mature sequence and a target amino acid sequence, predict their likelihood of interaction. (1) Result: 1 (interaction). The protein sequence of the target gene is MLQQLLITLPTEASTWVKLRHPKAATERVALWEDVTKMFKAEALLSQDADETQGESLESRVTLGSLTAESQELLTFKDVSVDFTQEEWGQLAPAHRNLYREVMLENYGNLVSVGCQLSKPGVISQLEKGEEPWLMERDISGVPSSDLKSKTKTKESALQNDISWEELHCGLMMERFTKGSSMYSTLGRISKCNKLESQQENQRMGKGQIPLMCKKTFTQERGQESNRFEKRINVKSEVMPGPIGLPRKRDRKYDTPGKRSRYNIDLVNHSRSYTKMKTFECNICEKIFKQLIHLTEHMRI.... The miRNA is hsa-miR-940 with sequence AAGGCAGGGCCCCCGCUCCCC. (2) The miRNA is mmu-miR-489-3p with sequence AAUGACACCACAUAUAUGGCAGC. The protein sequence of the target gene is MNSSSSTMNEEPDALSVVNQLRDLAADPLNRRAIVQDQGCLPGLILFMDHPNPPVVHSALLALRYLAECRANREKMKGELGMMLSLQNVIQKTTTPGETKLLASEIYDILQSSNLADGDSFNEMNSRRRKAQFFLGTTNKRAKTVVLHIDGLDDTSRRNLCEEALLKIKGVISFTFQMAVQRCVVRIRSDLKAEALASAIASTKVMKAQQVVKSESGEEMLVPFQDAPVEVEENTELPDYLPEDESPTKEQDKAVSRVGSHPEGGASWLSTAANFLSRSFYW. Result: 0 (no interaction). (3) The miRNA is hsa-miR-3187-3p with sequence UUGGCCAUGGGGCUGCGCGG. The protein sequence of the target gene is MDLCQKNETDLENAENNEIQFTEETEPTYTCPDGKSEKNHVYCLLDVSDITLEQDEKAKEFIIGTGWEEAVQGWGRTSPAACIWPRKIPKKARVGEGACSDCLVCVNLSHWSLQTKPPTEGGPEKDQSSPSQTQAAPQGPSTASRAISDICFPTYFRAEKKSLQIKEFIWCNKDWAIPGTNRGKASGNPSGGAHRGLSIPGPLTSRALLVLPPLKASLSNALDVLGKKSKNSFLQSEEKVLDVEKDGCVAYAYGLKTADGKGEKRASELAKHPMVNDTPSSPSPAAQISLLTDPEQRCLH.... Result: 0 (no interaction). (4) The miRNA is hsa-miR-6807-5p with sequence GUGAGCCAGUGGAAUGGAGAGG. The protein sequence of the target gene is MDSRLQEIRERQKLRRQLLAQQLGAESADSIGAVLNSKDEQREIAETRETCRASYDTSAPNAKRKYLDEGETDEDKMEEYKDELEMQQDEENLPYEEEIYKDSSTFLKGTQSLNPHNDYCQHFVDTGHRPQNFIRDVGLADRFEEYPKLRELIRLKDELIAKSNTPPMYLQADIEAFDIRELTPKFDVILLEPPLEEYYRETGITANEKCWTWDDIMKLEIDEIAAPRSFIFLWCGSGEGLDLGRVCLRKWGYRRCEDICWIKTNKNNPGKTKTLDPKAVFQRTKEHCLMGIKGTVKRST.... Result: 1 (interaction). (5) The miRNA is hsa-miR-3074-3p with sequence GAUAUCAGCUCAGUAGGCACCG. The protein sequence of the target gene is MELITILEKTVSPDRLELEAAQKFLERAAVENLPTFLVELSRVLANPGNSQVARVAAGLQIKNSLTSKDPDIKAQYQQRWLAIDANARREVKNYVLQTLGTETYRPSSASQCVAGIACAEIPVSQWPELIPQLVANVTNPNSTEHMKESTLEAIGYICQDIDPEQLQDKSNEILTAIIQGMRKEEPSNNVKLAATNALLNSLEFTKANFDKESERHFIMQVVCEATQCPDTRVRVAALQNLVKIMSLYYQYMETYMGPALFAITIEAMKSDIDEVALQGIEFWSNVCDEEMDLAIEASEA.... Result: 0 (no interaction). (6) Result: 0 (no interaction). The miRNA is hsa-miR-933 with sequence UGUGCGCAGGGAGACCUCUCCC. The protein sequence of the target gene is MGRAGGGGPGRGPPPLLLFLGAALVLASGAVPAREAGSAVEAEELVKGSPAWEPPANDTREEAGPPAAGEDEASWTAPGGELAGPEEVLQESAAVTGTAWLEADSPGLGGVTAEAGSGDAQALPATLQAPHEVLGQSIMPPAIPEATEASGPPSPTPGDKLSPASELPKESPLEVWLNLGGSTPDPQGPELTYPFQGTLEPQPASDIIDIDYFEGLDGEGRGADLGSFPGSPGTSENHPDTEGETPSWSLLDLYDDFTPFDESDFYPTTSFYDDLDEEEEEEEDDKDAVGGGDLEDENEL.... (7) The miRNA is mmu-miR-150-5p with sequence UCUCCCAACCCUUGUACCAGUG. The protein sequence of the target gene is MGDVEKGKKIFVQKCAQCHTVEKGGKHKTGPNLHGLFGRKTGQAAGFSYTDANKNKGITWGEDTLMEYLENPKKYIPGTKMIFAGIKKKGERADLIAYLKKATNE. Result: 1 (interaction). (8) The miRNA is hsa-miR-122-5p with sequence UGGAGUGUGACAAUGGUGUUUG. The protein sequence of the target gene is MADDLGDEWWENQPTGAGSSPEASDGEGEGDTEVMQQETVPVPVPSEKTKQPKECFLIQPKERKENTTKTRKRRKKKITDVLAKSEPKPGLPEDLQKLMKDYYSSRRLVIELEELNLPDSCFLKANDLTHSLSSYLKEICPKWVKLRKNHSEKKSVLMLIICSSAVRALELIRSMTAFRGDGKVIKLFAKHIKVQAQVKLLEKRVVHLGVGTPGRIKELVKQGGLNLSPLKFLVFDWNWRDQKLRRMMDIPEIRKEVFELLEMGVLSLCKSESLKLGLF. Result: 0 (no interaction). (9) Result: 0 (no interaction). The protein sequence of the target gene is MAAVVAKREGPPFISEAAVRGNAAVLDYCRTSVSALSGATAGILGLTGLYGFIFYLLASVLLSLLLILKAGRRWNKYFKSRRPLFTGGLIGGLFTYVLFWTFLYGMVHVY. The miRNA is hsa-miR-4258 with sequence CCCCGCCACCGCCUUGG.